From a dataset of Forward reaction prediction with 1.9M reactions from USPTO patents (1976-2016). Predict the product of the given reaction. (1) Given the reactants [Br:1][C:2]1[CH:3]=[C:4]2[C:9](=[CH:10][CH:11]=1)[CH2:8][C:7](=O)[CH2:6][CH2:5]2.[BH3-]C#[N:15].[Na+].Cl, predict the reaction product. The product is: [Br:1][C:2]1[CH:3]=[C:4]2[C:9](=[CH:10][CH:11]=1)[CH2:8][CH:7]([NH2:15])[CH2:6][CH2:5]2. (2) The product is: [CH2:20]([O:19][C:8]1[CH:7]=[C:6]([CH2:4][OH:3])[CH:11]=[CH:10][C:9]=1[C:12]1[CH:13]=[CH:14][C:15]([F:18])=[CH:16][CH:17]=1)[CH3:21]. Given the reactants C([O:3][C:4]([C:6]1[CH:11]=[CH:10][C:9]([C:12]2[CH:17]=[CH:16][C:15]([F:18])=[CH:14][CH:13]=2)=[C:8]([O:19][CH2:20][CH3:21])[CH:7]=1)=O)C.[H-].C([Al+]CC(C)C)C(C)C.Cl, predict the reaction product. (3) Given the reactants C[N:2](C)/[CH:3]=[CH:4]/[C:5]([C:7]1[C:12](=[O:13])[CH:11]=[CH:10][N:9]([C:14]2[CH:19]=[CH:18][CH:17]=[C:16]([O:20][C:21]([F:24])([F:23])[F:22])[CH:15]=2)[N:8]=1)=O.[N:26]1[C:35]2[C:30](=[CH:31][CH:32]=[CH:33][CH:34]=2)[C:29]([NH:36]N)=[CH:28][CH:27]=1, predict the reaction product. The product is: [N:26]1[C:35]2[C:30](=[CH:31][CH:32]=[CH:33][CH:34]=2)[C:29]([N:36]2[C:5]([C:7]3[C:12](=[O:13])[CH:11]=[CH:10][N:9]([C:14]4[CH:19]=[CH:18][CH:17]=[C:16]([O:20][C:21]([F:24])([F:23])[F:22])[CH:15]=4)[N:8]=3)=[CH:4][CH:3]=[N:2]2)=[CH:28][CH:27]=1.